Dataset: Forward reaction prediction with 1.9M reactions from USPTO patents (1976-2016). Task: Predict the product of the given reaction. (1) Given the reactants C[O:2][C:3](=O)[C:4]1[CH:9]=[CH:8][C:7]([Br:10])=[C:6]([F:11])[CH:5]=1.O.[NH2:14][NH2:15], predict the reaction product. The product is: [Br:10][C:7]1[CH:8]=[CH:9][C:4]([C:3]([NH:14][NH2:15])=[O:2])=[CH:5][C:6]=1[F:11]. (2) Given the reactants [NH2:1][C:2]1[C:3]([N:9]2[CH2:14][CH2:13][N:12](C(OC(C)(C)C)=O)[CH2:11][CH2:10]2)=[N:4][CH:5]=[C:6]([Br:8])[N:7]=1.Br[CH2:23][C:24](=O)[C:25]([O:27][CH2:28][CH3:29])=[O:26], predict the reaction product. The product is: [BrH:8].[Br:8][C:6]1[N:7]2[CH:23]=[C:24]([C:25]([O:27][CH2:28][CH3:29])=[O:26])[N:1]=[C:2]2[C:3]([N:9]2[CH2:10][CH2:11][NH:12][CH2:13][CH2:14]2)=[N:4][CH:5]=1. (3) Given the reactants C(OC([N:8]1[CH2:13][CH2:12][CH:11]([NH:14][C:15]2[CH:20]=[CH:19][C:18]([C:21]3[NH:25][N:24]=[N:23][N:22]=3)=[CH:17][N:16]=2)[CH2:10][CH2:9]1)=O)(C)(C)C.[ClH:26], predict the reaction product. The product is: [ClH:26].[ClH:26].[NH:8]1[CH2:13][CH2:12][CH:11]([NH:14][C:15]2[CH:20]=[CH:19][C:18]([C:21]3[NH:25][N:24]=[N:23][N:22]=3)=[CH:17][N:16]=2)[CH2:10][CH2:9]1. (4) Given the reactants [H-].[Al+3].[Li+].[H-].[H-].[H-].C(OCC)C.[CH3:12][C:13]([CH3:34])([CH:16]([C:28]1[CH:33]=[CH:32][N:31]=[CH:30][CH:29]=1)OS(C1C=CC(C)=CC=1)(=O)=O)[C:14]#[N:15].[OH-].[Na+], predict the reaction product. The product is: [CH3:12][C:13]([CH3:34])([CH2:16][C:28]1[CH:33]=[CH:32][N:31]=[CH:30][CH:29]=1)[CH2:14][NH2:15].